From a dataset of Full USPTO retrosynthesis dataset with 1.9M reactions from patents (1976-2016). Predict the reactants needed to synthesize the given product. (1) Given the product [NH2:1][C:2]1[C:10]([Br:11])=[CH:9][C:5]([C:6]([O:8][C:5]([CH3:9])([CH3:6])[CH3:4])=[O:7])=[CH:4][N:3]=1, predict the reactants needed to synthesize it. The reactants are: [NH2:1][C:2]1[C:10]([Br:11])=[CH:9][C:5]([C:6]([OH:8])=[O:7])=[CH:4][N:3]=1. (2) Given the product [CH3:1][C:2]1[N:7]=[C:6]([O:8][S:31]([C:30]([F:43])([F:42])[F:29])(=[O:33])=[O:32])[CH:5]=[C:4]([C:9]2[CH:14]=[CH:13][C:12]([O:15][C:16]([F:19])([F:17])[F:18])=[CH:11][CH:10]=2)[CH:3]=1, predict the reactants needed to synthesize it. The reactants are: [CH3:1][C:2]1[NH:7][C:6](=[O:8])[CH:5]=[C:4]([C:9]2[CH:14]=[CH:13][C:12]([O:15][C:16]([F:19])([F:18])[F:17])=[CH:11][CH:10]=2)[CH:3]=1.C(N(C(C)C)CC)(C)C.[F:29][C:30]([F:43])([F:42])[S:31](O[S:31]([C:30]([F:43])([F:42])[F:29])(=[O:33])=[O:32])(=[O:33])=[O:32].